Dataset: Acute oral toxicity (LD50) regression data from Zhu et al.. Task: Regression/Classification. Given a drug SMILES string, predict its toxicity properties. Task type varies by dataset: regression for continuous values (e.g., LD50, hERG inhibition percentage) or binary classification for toxic/non-toxic outcomes (e.g., AMES mutagenicity, cardiotoxicity, hepatotoxicity). Dataset: ld50_zhu. (1) The compound is CN(C)P(=O)(N(C)C)n1nc(-c2ccccc2)nc1N. The rat oral LD50 is 4.17, given as -log10 of the dose in mol/kg body weight (higher means more acutely toxic). (2) The rat oral LD50 is 2.10, given as -log10 of the dose in mol/kg body weight (higher means more acutely toxic). The drug is C=C(C)Cn1c(N)cc(=O)n(C)c1=O. (3) The drug is CN(N=O)c1ccccn1. The rat oral LD50 is 3.36, given as -log10 of the dose in mol/kg body weight (higher means more acutely toxic).